Dataset: Forward reaction prediction with 1.9M reactions from USPTO patents (1976-2016). Task: Predict the product of the given reaction. (1) Given the reactants [CH3:1][O:2][CH2:3][C@H:4]([CH3:32])[O:5][C:6]1[CH:7]=[C:8](B2OC(C)(C)C(C)(C)O2)[CH:9]=[C:10]([O:12][C:13]2[CH:18]=[CH:17][C:16]([S:19]([CH3:22])(=[O:21])=[O:20])=[CH:15][CH:14]=2)[CH:11]=1.Br[C:34]1[N:38]([C:39]([O:41][C:42]([CH3:45])([CH3:44])[CH3:43])=[O:40])[C:37]([C:46]([O:48][CH2:49][CH3:50])=[O:47])=[CH:36][CH:35]=1.C(=O)([O-])[O-].[K+].[K+].O, predict the reaction product. The product is: [CH3:1][O:2][CH2:3][C@H:4]([CH3:32])[O:5][C:6]1[CH:7]=[C:8]([C:34]2[N:38]([C:39]([O:41][C:42]([CH3:43])([CH3:44])[CH3:45])=[O:40])[C:37]([C:46]([O:48][CH2:49][CH3:50])=[O:47])=[CH:36][CH:35]=2)[CH:9]=[C:10]([O:12][C:13]2[CH:18]=[CH:17][C:16]([S:19]([CH3:22])(=[O:21])=[O:20])=[CH:15][CH:14]=2)[CH:11]=1. (2) Given the reactants [Br:1][C:2]1[CH:3]=[C:4]2[C:8](=[C:9]([F:11])[CH:10]=1)[NH:7][CH2:6][CH2:5]2.[CH2:12]([S:14](Cl)(=[O:16])=[O:15])[CH3:13], predict the reaction product. The product is: [Br:1][C:2]1[CH:3]=[C:4]2[C:8](=[C:9]([F:11])[CH:10]=1)[N:7]([S:14]([CH2:12][CH3:13])(=[O:16])=[O:15])[CH2:6][CH2:5]2. (3) The product is: [Br:1][C:2]1[CH:7]=[CH:6][C:5]([S:8][CH2:10][CH:11]([O:15][CH2:16][CH3:17])[O:12][CH2:13][CH3:14])=[CH:4][CH:3]=1. Given the reactants [Br:1][C:2]1[CH:7]=[CH:6][C:5]([SH:8])=[CH:4][CH:3]=1.Br[CH2:10][CH:11]([O:15][CH2:16][CH3:17])[O:12][CH2:13][CH3:14], predict the reaction product.